Dataset: Peptide-MHC class II binding affinity with 134,281 pairs from IEDB. Task: Regression. Given a peptide amino acid sequence and an MHC pseudo amino acid sequence, predict their binding affinity value. This is MHC class II binding data. (1) The peptide sequence is LKCRLKMDKLELKGM. The MHC is DRB1_0404 with pseudo-sequence DRB1_0404. The binding affinity (normalized) is 0.123. (2) The peptide sequence is SRGVQGFIFFFLFNIKK. The MHC is DRB3_0101 with pseudo-sequence DRB3_0101. The binding affinity (normalized) is 0. (3) The peptide sequence is TMFEALPHIIDEVIN. The MHC is H-2-IAb with pseudo-sequence H-2-IAb. The binding affinity (normalized) is 0.286. (4) The peptide sequence is INKWQVVAPQLPADL. The MHC is DRB1_1201 with pseudo-sequence DRB1_1201. The binding affinity (normalized) is 0.347. (5) The peptide sequence is SDQGCSSALGSGPYG. The MHC is DRB1_0404 with pseudo-sequence DRB1_0404. The binding affinity (normalized) is 0.189.